This data is from Full USPTO retrosynthesis dataset with 1.9M reactions from patents (1976-2016). The task is: Predict the reactants needed to synthesize the given product. (1) Given the product [CH2:1]([O:4][C:5]1[CH:6]=[C:7]([CH:12]=[C:13]([O:15][C:17]2[CH:24]=[CH:23][C:20]([CH:21]=[O:22])=[CH:19][CH:18]=2)[CH:14]=1)[C:8]([O:10][CH3:11])=[O:9])[CH:2]=[CH2:3], predict the reactants needed to synthesize it. The reactants are: [CH2:1]([O:4][C:5]1[CH:6]=[C:7]([CH:12]=[C:13]([OH:15])[CH:14]=1)[C:8]([O:10][CH3:11])=[O:9])[CH:2]=[CH2:3].F[C:17]1[CH:24]=[CH:23][C:20]([CH:21]=[O:22])=[CH:19][CH:18]=1.C(=O)([O-])[O-].[K+].[K+]. (2) Given the product [F:1][C:2]1[CH:3]=[C:4]([CH:56]=[CH:57][C:58]=1[F:59])[C:5]([N:7]=[C:8]([NH:50][C@@H:51]([CH3:55])[CH2:52][O:53][CH3:54])[NH:9][C:10]1[C:18]2[C:13](=[CH:14][C:15]([C:19]([F:20])([F:22])[F:21])=[CH:16][CH:17]=2)[N:12]([C:23]([O:25][CH2:26][O:27][C:28](=[O:49])[C:29]2[CH:30]=[CH:31][C:32]([CH2:35][O:36][P:37]([OH:44])([OH:39])=[O:38])=[CH:33][CH:34]=2)=[O:24])[N:11]=1)=[O:6], predict the reactants needed to synthesize it. The reactants are: [F:1][C:2]1[CH:3]=[C:4]([CH:56]=[CH:57][C:58]=1[F:59])[C:5]([N:7]=[C:8]([NH:50][C@@H:51]([CH3:55])[CH2:52][O:53][CH3:54])[NH:9][C:10]1[C:18]2[C:13](=[CH:14][C:15]([C:19]([F:22])([F:21])[F:20])=[CH:16][CH:17]=2)[N:12]([C:23]([O:25][CH2:26][O:27][C:28](=[O:49])[C:29]2[CH:34]=[CH:33][C:32]([CH2:35][O:36][P:37]([O:44]C(C)(C)C)([O:39]C(C)(C)C)=[O:38])=[CH:31][CH:30]=2)=[O:24])[N:11]=1)=[O:6].FC(F)(F)C(O)=O. (3) Given the product [F:1][C:2]1[CH:3]=[C:4]([CH:34]=[CH:35][CH:36]=1)[CH2:5][O:6][C:7]1[CH:12]=[CH:11][C:10]([NH:13][C:14]2[C:23]3[C:18](=[CH:19][CH:20]=[CH:21][C:22]=3[CH2:24][N:25]3[CH2:26][CH2:27][CH:28]([NH2:31])[CH2:29][CH2:30]3)[N:17]=[CH:16][N:15]=2)=[CH:9][C:8]=1[Cl:33], predict the reactants needed to synthesize it. The reactants are: [F:1][C:2]1[CH:3]=[C:4]([CH:34]=[CH:35][CH:36]=1)[CH2:5][O:6][C:7]1[CH:12]=[CH:11][C:10]([NH:13][C:14]2[C:23]3[C:18](=[CH:19][CH:20]=[CH:21][C:22]=3[CH2:24][N:25]3[CH2:30][CH2:29][C@@H:28]([NH2:31])[C@H:27](O)[CH2:26]3)[N:17]=[CH:16][N:15]=2)=[CH:9][C:8]=1[Cl:33]. (4) Given the product [CH3:26][C:17]1[CH:18]=[C:19]([CH:20]=[CH:21][CH:22]=1)[C:23]([NH:1][C@@H:2]([CH2:6][CH2:7][CH2:8][C:9]1[CH:10]=[CH:11][CH:12]=[CH:13][CH:14]=1)[C:3]([OH:5])=[O:4])=[O:24], predict the reactants needed to synthesize it. The reactants are: [NH2:1][C@@H:2]([CH2:6][CH2:7][CH2:8][C:9]1[CH:14]=[CH:13][CH:12]=[CH:11][CH:10]=1)[C:3]([OH:5])=[O:4].[OH-].[Na+].[C:17]1([CH3:26])[CH:22]=[CH:21][CH:20]=[C:19]([C:23](Cl)=[O:24])[CH:18]=1. (5) Given the product [Br:1][C:2]1[CH:3]=[C:4]([S:11]([NH2:9])(=[O:14])=[O:12])[C:5]([OH:8])=[N:6][CH:7]=1, predict the reactants needed to synthesize it. The reactants are: [Br:1][C:2]1[CH:3]=[CH:4][C:5]([OH:8])=[N:6][CH:7]=1.[NH3:9].Cl[S:11]([OH:14])(=O)=[O:12]. (6) The reactants are: [NH2:1][C:2]1[N:6]([CH3:7])[NH:5][C:4](=[O:8])[CH:3]=1.[Br:9][C:10]1[CH:11]=[C:12]([CH:15]=[CH:16][C:17]=1[F:18])[CH:13]=O.[CH3:19][CH:20]1[C:25](=[O:26])[CH2:24][C:23](=O)[CH2:22][O:21]1. Given the product [Br:9][C:10]1[CH:11]=[C:12]([CH:13]2[C:3]3[C:4](=[O:8])[NH:5][N:6]([CH3:7])[C:2]=3[NH:1][C:23]3[CH2:22][O:21][CH:20]([CH3:19])[C:25](=[O:26])[C:24]2=3)[CH:15]=[CH:16][C:17]=1[F:18], predict the reactants needed to synthesize it. (7) Given the product [C:23]([CH2:24][CH2:25][C:7]([C:13]1[CH:18]=[CH:17][CH:16]=[CH:15][CH:14]=1)([C:1]1[CH:2]=[CH:3][CH:4]=[CH:5][CH:6]=1)[C:8]([O:10][CH2:11][CH3:12])=[O:9])#[N:26], predict the reactants needed to synthesize it. The reactants are: [C:1]1([CH:7]([C:13]2[CH:18]=[CH:17][CH:16]=[CH:15][CH:14]=2)[C:8]([O:10][CH2:11][CH3:12])=[O:9])[CH:6]=[CH:5][CH:4]=[CH:3][CH:2]=1.[O-]CC.[Na+].[C:23](#[N:26])[CH:24]=[CH2:25].